The task is: Predict the reaction yield, written as a fraction of the theoretical maximum amount of product (1.0 means a 100% yield; for example, 0.34 means a 34% yield).. This data is from Reaction yield outcomes from USPTO patents with 853,638 reactions. (1) The reactants are [O:1]1C=[CH:4][CH:3]=[C:2]1[CH:6]=[CH:7][C:8]([C:10]1[CH:15]=[CH:14][C:13]([O:16][CH3:17])=[CH:12][CH:11]=1)=[O:9].Cl.[C:19]([O-:22])([O-])=[O:20].[Na+].[Na+].[CH2:25](O)[CH3:26]. No catalyst specified. The product is [CH3:17][O:16][C:13]1[CH:12]=[CH:11][C:10]([C:8](=[O:9])[CH2:7][CH2:6][C:2](=[O:1])[CH2:3][CH2:4][C:19]([O:22][CH2:25][CH3:26])=[O:20])=[CH:15][CH:14]=1. The yield is 0.490. (2) The reactants are [CH2:1]1[O:13][C:12]2[CH:11]=[C:10]3[C:5]([C:6]([N:14]([CH2:28][CH2:29][CH2:30][CH3:31])[C:15](=[O:27])[C:16]4[CH:21]=[C:20]([O:22][CH3:23])[C:19]([O:24][CH3:25])=[CH:18][C:17]=4I)=[CH:7][N:8]=[N:9]3)=[CH:4][C:3]=2[O:2]1.CC1C=CC=CC=1P(C1C=CC=CC=1C)C1C=CC=CC=1C.CO. The catalyst is CN(C=O)C.C(Cl)(Cl)Cl.CC([O-])=O.CC([O-])=O.[Pd+2]. The product is [CH3:23][O:22][C:20]1[C:19]([O:24][CH3:25])=[CH:18][C:17]2[C:7]3[C:6](=[C:5]4[C:10](=[N:9][N:8]=3)[CH:11]=[C:12]3[O:13][CH2:1][O:2][C:3]3=[CH:4]4)[N:14]([CH2:28][CH2:29][CH2:30][CH3:31])[C:15](=[O:27])[C:16]=2[CH:21]=1. The yield is 0.270.